Dataset: Reaction yield outcomes from USPTO patents with 853,638 reactions. Task: Predict the reaction yield, written as a fraction of the theoretical maximum amount of product (1.0 means a 100% yield; for example, 0.34 means a 34% yield). (1) The reactants are Cl[C:2]([O:4][CH2:5][CH:6]([CH3:8])[CH3:7])=[O:3].FC(F)(F)C(O)=O.[NH2:16][CH2:17][CH2:18][CH2:19][O:20][C:21]1[CH:30]=[C:29]2[C:24]([C:25]([NH:31][C:32]3[CH:37]=[CH:36][C:35]([Cl:38])=[CH:34][C:33]=3[F:39])=[N:26][CH:27]=[N:28]2)=[CH:23][C:22]=1[O:40][CH3:41].C(N(CC)CC)C. The catalyst is C1COCC1. The product is [Cl:38][C:35]1[CH:36]=[CH:37][C:32]([NH:31][C:25]2[C:24]3[C:29](=[CH:30][C:21]([O:20][CH2:19][CH2:18][CH2:17][NH:16][C:2]([O:4][CH2:5][CH:6]([CH3:8])[CH3:7])=[O:3])=[C:22]([O:40][CH3:41])[CH:23]=3)[N:28]=[CH:27][N:26]=2)=[C:33]([F:39])[CH:34]=1. The yield is 0.200. (2) The reactants are [CH3:1][O:2][C:3](=[O:15])[C:4]1[CH:9]=[C:8](I)[C:7]([CH:11]([F:13])[F:12])=[CH:6][C:5]=1[NH2:14].[CH:16]([N:19]1[C:23]([Sn](CCCC)(CCCC)CCCC)=[CH:22][CH:21]=[N:20]1)([CH3:18])[CH3:17]. The catalyst is O1CCOCC1.C1C=CC(P(C2C=CC=CC=2)[C-]2C=CC=C2)=CC=1.C1C=CC(P(C2C=CC=CC=2)[C-]2C=CC=C2)=CC=1.Cl[Pd]Cl.[Fe+2]. The product is [CH3:1][O:2][C:3](=[O:15])[C:4]1[CH:9]=[C:8]([C:23]2[N:19]([CH:16]([CH3:18])[CH3:17])[N:20]=[CH:21][CH:22]=2)[C:7]([CH:11]([F:13])[F:12])=[CH:6][C:5]=1[NH2:14]. The yield is 0.540. (3) The reactants are [CH3:1][CH:2]1[CH2:6][C:5]2[C:7]([C:14]([F:17])([F:16])[F:15])=[CH:8][CH:9]=[C:10]([C:11](O)=[O:12])[C:4]=2[S:3]1(=[O:19])=[O:18].[CH3:20][NH:21][C:22]1[C:27]([NH2:28])=[CH:26][C:25]([C:29]([F:32])([F:31])[F:30])=[CH:24][N:23]=1.C(N=C=NCCCN(C)C)C.N1C=CC=CC=1. The product is [CH3:1][CH:2]1[CH2:6][C:5]2[C:7]([C:14]([F:17])([F:16])[F:15])=[CH:8][CH:9]=[C:10]([C:11]([NH:28][C:27]3[C:22]([NH:21][CH3:20])=[N:23][CH:24]=[C:25]([C:29]([F:30])([F:31])[F:32])[CH:26]=3)=[O:12])[C:4]=2[S:3]1(=[O:19])=[O:18]. The catalyst is C1COCC1.C(OCC)(=O)C.Cl. The yield is 0.210. (4) The reactants are [C:1]([C:5]1[CH:9]=[C:8]([CH2:10][NH:11][C:12]([NH:14][C:15]2[CH:16]=[N:17][C:18]([CH2:21][O:22][Si](C(C)(C)C)(C)C)=[CH:19][CH:20]=2)=[O:13])[N:7]([C:30]2[CH:35]=[CH:34][CH:33]=[C:32]([F:36])[CH:31]=2)[N:6]=1)([CH3:4])([CH3:3])[CH3:2].Cl. The catalyst is O1CCCC1. The product is [C:1]([C:5]1[CH:9]=[C:8]([CH2:10][NH:11][C:12]([NH:14][C:15]2[CH:16]=[N:17][C:18]([CH2:21][OH:22])=[CH:19][CH:20]=2)=[O:13])[N:7]([C:30]2[CH:35]=[CH:34][CH:33]=[C:32]([F:36])[CH:31]=2)[N:6]=1)([CH3:4])([CH3:2])[CH3:3]. The yield is 0.470. (5) The reactants are N1C=CN=C1.[I:6]I.C1(P(C2C=CC=CC=2)C2C=CC=CC=2)C=CC=CC=1.[F:27][C@H:28]([CH2:38]O)[CH2:29][NH:30][C:31](=[O:37])[O:32][C:33]([CH3:36])([CH3:35])[CH3:34]. The catalyst is C(Cl)Cl. The product is [F:27][C@H:28]([CH2:38][I:6])[CH2:29][NH:30][C:31](=[O:37])[O:32][C:33]([CH3:36])([CH3:35])[CH3:34]. The yield is 0.620. (6) The reactants are [OH-].[Na+].C[O:4][C:5](=[O:45])[CH2:6][C:7]1[CH:12]=[CH:11][C:10]([C:13]2[CH:18]=[CH:17][C:16]([C:19]([CH2:41][CH3:42])([C:22]3[CH:27]=[CH:26][C:25](/[CH:28]=[CH:29]/[C:30]([OH:39])([C:35]([F:38])([F:37])[F:36])[C:31]([F:34])([F:33])[F:32])=[C:24]([CH3:40])[CH:23]=3)[CH2:20][CH3:21])=[CH:15][C:14]=2[CH3:43])=[CH:9][C:8]=1[F:44]. The catalyst is CO.O1CCCC1. The product is [CH2:20]([C:19]([C:16]1[CH:17]=[CH:18][C:13]([C:10]2[CH:11]=[CH:12][C:7]([CH2:6][C:5]([OH:45])=[O:4])=[C:8]([F:44])[CH:9]=2)=[C:14]([CH3:43])[CH:15]=1)([C:22]1[CH:27]=[CH:26][C:25](/[CH:28]=[CH:29]/[C:30]([OH:39])([C:35]([F:36])([F:37])[F:38])[C:31]([F:33])([F:34])[F:32])=[C:24]([CH3:40])[CH:23]=1)[CH2:41][CH3:42])[CH3:21]. The yield is 0.950. (7) The reactants are [F:1][C:2]([F:12])([F:11])[O:3][C:4]1[CH:5]=[C:6]([CH:8]=[CH:9][CH:10]=1)[NH2:7].P(=O)(O)(O)O.[N+]([O-])(O)=O.[N:22]([O-])=O.[Na+].C([O-])(=O)C.[K+].[C:31]([CH2:34][C:35](=[O:37])[CH3:36])(=[O:33])[CH3:32]. The catalyst is O.C(O)C. The product is [F:1][C:2]([F:11])([F:12])[O:3][C:4]1[CH:5]=[C:6]([NH:7][N:22]=[C:34]([C:35](=[O:37])[CH3:36])[C:31](=[O:33])[CH3:32])[CH:8]=[CH:9][CH:10]=1. The yield is 0.740.